Task: Predict the reaction yield, written as a fraction of the theoretical maximum amount of product (1.0 means a 100% yield; for example, 0.34 means a 34% yield).. Dataset: Reaction yield outcomes from USPTO patents with 853,638 reactions (1) The reactants are Br[C:2]1[CH:3]=[CH:4][C:5]([O:29][CH2:30][CH:31]2[CH2:33][CH2:32]2)=[C:6]([C:8]2[C:9]3[CH:18]=[CH:17][N:16](S(C4C=CC(C)=CC=4)(=O)=O)[C:10]=3[C:11](=[O:15])[N:12]([CH3:14])[CH:13]=2)[CH:7]=1.[B-](F)(F)(F)[CH2:35][N:36]1[CH2:40][CH2:39][CH2:38][CH2:37]1.[K+].C1(P(C2CCCCC2)C2C=CC=CC=2C2C(C(C)C)=CC(C(C)C)=CC=2C(C)C)CCCCC1.C(=O)([O-])[O-].[Cs+].[Cs+].[OH-].[Na+]. The catalyst is O1CCOCC1.O.C([O-])(=O)C.[Pd+2].C([O-])(=O)C.O. The product is [CH:31]1([CH2:30][O:29][C:5]2[CH:4]=[CH:3][C:2]([CH2:35][N:36]3[CH2:40][CH2:39][CH2:38][CH2:37]3)=[CH:7][C:6]=2[C:8]2[C:9]3[CH:18]=[CH:17][NH:16][C:10]=3[C:11](=[O:15])[N:12]([CH3:14])[CH:13]=2)[CH2:33][CH2:32]1. The yield is 0.110. (2) The reactants are [F:1][C:2]1[N:7]=[C:6]([C:8]([OH:10])=O)[CH:5]=[CH:4][CH:3]=1.[CH3:11][NH:12][O:13][CH3:14].CCN(CC)CC.CCCP1(OP(CCC)(=O)OP(CCC)(=O)O1)=O. The catalyst is C(Cl)Cl. The product is [CH3:14][O:13][N:12]([CH3:11])[C:8]([C:6]1[CH:5]=[CH:4][CH:3]=[C:2]([F:1])[N:7]=1)=[O:10]. The yield is 0.730. (3) The reactants are [Cl:1][C:2]1[CH:7]=[CH:6][C:5]([S:8]([CH:11]2[C:20]3[C:15](=[C:16]([F:22])[CH:17]=[CH:18][C:19]=3[F:21])[O:14][CH2:13][CH:12]2[CH2:23][CH2:24][CH:25]=[O:26])(=[O:10])=[O:9])=[CH:4][CH:3]=1.[CH2:27]([Mg]Br)[CH:28]=[CH2:29]. The catalyst is C1COCC1. The product is [Cl:1][C:2]1[CH:3]=[CH:4][C:5]([S:8]([CH:11]2[C:20]3[C:15](=[C:16]([F:22])[CH:17]=[CH:18][C:19]=3[F:21])[O:14][CH2:13][CH:12]2[CH2:23][CH2:24][CH:25]([OH:26])[CH2:29][CH:28]=[CH2:27])(=[O:9])=[O:10])=[CH:6][CH:7]=1. The yield is 0.660. (4) The reactants are [Br:1][C:2]1[C:10]2[C:5](=[CH:6][C:7]([N+:13]([O-:15])=[O:14])=[C:8]([CH2:11]Br)[CH:9]=2)[N:4]([C:16]([C:29]2[CH:34]=[CH:33][CH:32]=[CH:31][CH:30]=2)([C:23]2[CH:28]=[CH:27][CH:26]=[CH:25][CH:24]=2)[C:17]2[CH:22]=[CH:21][CH:20]=[CH:19][CH:18]=2)[N:3]=1.[Cl:35][C:36]1[CH:37]=[C:38]([CH2:42][NH2:43])[CH:39]=[CH:40][CH:41]=1. The catalyst is C(Cl)(Cl)(Cl)Cl. The product is [Br:1][C:2]1[C:10]2[C:5](=[CH:6][C:7]([N+:13]([O-:15])=[O:14])=[C:8]([CH2:11][NH:43][CH2:42][C:38]3[CH:39]=[CH:40][CH:41]=[C:36]([Cl:35])[CH:37]=3)[CH:9]=2)[N:4]([C:16]([C:23]2[CH:24]=[CH:25][CH:26]=[CH:27][CH:28]=2)([C:17]2[CH:18]=[CH:19][CH:20]=[CH:21][CH:22]=2)[C:29]2[CH:30]=[CH:31][CH:32]=[CH:33][CH:34]=2)[N:3]=1. The yield is 0.250. (5) The reactants are C1([C@@H]([N:10]2[CH:14]=[C:13]([C:15]3[C:16]4[CH:23]=[CH:22][N:21]([CH2:24][O:25][CH2:26][CH2:27][Si:28]([CH3:31])([CH3:30])[CH3:29])[C:17]=4[N:18]=[CH:19][N:20]=3)[CH:12]=[N:11]2)CC#N)CCCC1.C(#N)C.CC(C)([O-])C.[K+].C1COCC1. The catalyst is C(OCC)(=O)C.[Cl-].[NH4+]. The product is [NH:10]1[CH:14]=[C:13]([C:15]2[C:16]3[CH:23]=[CH:22][N:21]([CH2:24][O:25][CH2:26][CH2:27][Si:28]([CH3:31])([CH3:30])[CH3:29])[C:17]=3[N:18]=[CH:19][N:20]=2)[CH:12]=[N:11]1. The yield is 0.880. (6) The reactants are [H-].[Na+].[Cl:3][C:4]1[N:5]=[C:6]([Cl:13])[C:7]2[CH:12]=[CH:11][NH:10][C:8]=2[N:9]=1.[CH3:14][Si:15]([CH3:22])([CH3:21])[CH2:16][CH2:17][O:18][CH2:19]Cl.O. The catalyst is CN(C=O)C. The product is [Cl:3][C:4]1[N:5]=[C:6]([Cl:13])[C:7]2[CH:12]=[CH:11][N:10]([CH2:19][O:18][CH2:17][CH2:16][Si:15]([CH3:22])([CH3:21])[CH3:14])[C:8]=2[N:9]=1. The yield is 0.840. (7) The reactants are [S:1]1[CH:5]=[CH:4][CH:3]=[C:2]1[C:6]([C:8]1[CH:9]=[N:10][N:11]2[C:16]([C:17]3[CH:18]=[C:19]([CH:23]=[CH:24][CH:25]=3)[C:20]([OH:22])=O)=[CH:15][CH:14]=[N:13][C:12]=12)=[O:7].C(N(C(C)C)CC)(C)C.F[P-](F)(F)(F)(F)F.N1(O[P+](N2CCCC2)(N2CCCC2)N2CCCC2)C2C=CC=CC=2N=N1.[CH2:68]([NH2:72])[CH:69]([CH3:71])[CH3:70]. The catalyst is C(Cl)Cl. The product is [CH2:68]([NH:72][C:20](=[O:22])[C:19]1[CH:23]=[CH:24][CH:25]=[C:17]([C:16]2[N:11]3[N:10]=[CH:9][C:8]([C:6]([C:2]4[S:1][CH:5]=[CH:4][CH:3]=4)=[O:7])=[C:12]3[N:13]=[CH:14][CH:15]=2)[CH:18]=1)[CH:69]([CH3:71])[CH3:70]. The yield is 0.980. (8) The reactants are [NH:1]1[CH:5]=[C:4]([C:6]2[C:7]3[CH:14]=[CH:13][N:12]([CH2:15][O:16][CH2:17][CH2:18][Si:19]([CH3:22])([CH3:21])[CH3:20])[C:8]=3[N:9]=[CH:10][N:11]=2)[CH:3]=[N:2]1.[C:23]([CH:25]=[C:26]1[CH2:29][N:28]([C@H:30]2[CH2:35][CH2:34][N:33](C(OC(C)(C)C)=O)[CH2:32][C@H:31]2[O:43][CH3:44])[CH2:27]1)#[N:24].N12CCCN=C1CCCCC2.Cl. The catalyst is C(#N)C.C1COCC1.O1CCOCC1. The product is [CH3:44][O:43][C@H:31]1[C@@H:30]([N:28]2[CH2:29][C:26]([CH2:25][C:23]#[N:24])([N:1]3[CH:5]=[C:4]([C:6]4[C:7]5[CH:14]=[CH:13][N:12]([CH2:15][O:16][CH2:17][CH2:18][Si:19]([CH3:22])([CH3:21])[CH3:20])[C:8]=5[N:9]=[CH:10][N:11]=4)[CH:3]=[N:2]3)[CH2:27]2)[CH2:35][CH2:34][NH:33][CH2:32]1. The yield is 0.860. (9) The reactants are [CH2:1]([C@@:4]1([C:21]2[CH:26]=[CH:25][CH:24]=[CH:23][CH:22]=2)[O:9][C:8](=[O:10])[N:7]([C@H:11]([C:14]2[CH:19]=[CH:18][C:17]([Br:20])=[CH:16][CH:15]=2)[CH2:12][CH3:13])[CH2:6][CH2:5]1)[CH:2]=[CH2:3].[O:27]1CCCC1. No catalyst specified. The product is [Br:20][C:17]1[CH:16]=[CH:15][C:14]([C@@H:11]([N:7]2[CH2:6][CH2:5][C@:4]([CH2:1][CH2:2][CH2:3][OH:27])([C:21]3[CH:22]=[CH:23][CH:24]=[CH:25][CH:26]=3)[O:9][C:8]2=[O:10])[CH2:12][CH3:13])=[CH:19][CH:18]=1. The yield is 0.150. (10) The reactants are F[C:2]1[N:7]=[C:6]([C:8]2[CH:9]=[N:10][CH:11]=[CH:12][CH:13]=2)[C:5]([O:14]C)=[CH:4][CH:3]=1.[CH3:16][S-:17].[Na+]. The catalyst is CN(C)C=O. The product is [CH3:16][S:17][C:2]1[N:7]=[C:6]([C:8]2[CH:9]=[N:10][CH:11]=[CH:12][CH:13]=2)[C:5]([OH:14])=[CH:4][CH:3]=1. The yield is 0.450.